This data is from Forward reaction prediction with 1.9M reactions from USPTO patents (1976-2016). The task is: Predict the product of the given reaction. (1) Given the reactants Cl.[O:2]1[CH2:8][CH2:7][CH2:6][O:5][C:4]2[C:9]([N:13]3[CH2:18][CH2:17][NH:16][CH2:15][CH2:14]3)=[CH:10][CH:11]=[CH:12][C:3]1=2.[O:19]=[C:20]1[NH:29][C:28]2[N:27]=[C:26]([O:30][CH2:31][CH2:32][CH2:33][CH:34]=O)[CH:25]=[CH:24][C:23]=2[CH2:22][CH2:21]1, predict the reaction product. The product is: [O:2]1[CH2:8][CH2:7][CH2:6][O:5][C:4]2[C:9]([N:13]3[CH2:14][CH2:15][N:16]([CH2:34][CH2:33][CH2:32][CH2:31][O:30][C:26]4[N:27]=[C:28]5[C:23]([CH2:22][CH2:21][C:20](=[O:19])[NH:29]5)=[CH:24][CH:25]=4)[CH2:17][CH2:18]3)=[CH:10][CH:11]=[CH:12][C:3]1=2. (2) Given the reactants [C:1]1([CH3:9])[CH:6]=[CH:5][C:4]([CH:7]=[O:8])=[CH:3][CH:2]=1.[F:10][C:11]([Si](C)(C)C)([F:13])[F:12].[F-].C([N+](CCCC)(CCCC)CCCC)CCC, predict the reaction product. The product is: [F:10][C:11]([F:13])([F:12])[CH:7]([C:4]1[CH:5]=[CH:6][C:1]([CH3:9])=[CH:2][CH:3]=1)[OH:8]. (3) Given the reactants [Cl:1][C:2]1[CH:7]=[CH:6][CH:5]=[CH:4][C:3]=1[CH:8]([C:20]1[CH:25]=[CH:24][C:23]([S:26]([CH3:29])(=[O:28])=[O:27])=[CH:22][CH:21]=1)[CH2:9][C:10]([C:12]1[CH:13]=[N:14][C:15]([O:18]C)=[CH:16][CH:17]=1)=[O:11].Cl, predict the reaction product. The product is: [Cl:1][C:2]1[CH:7]=[CH:6][CH:5]=[CH:4][C:3]=1[CH:8]([C:20]1[CH:21]=[CH:22][C:23]([S:26]([CH3:29])(=[O:28])=[O:27])=[CH:24][CH:25]=1)[CH2:9][C:10]([C:12]1[CH:17]=[CH:16][C:15](=[O:18])[NH:14][CH:13]=1)=[O:11]. (4) Given the reactants [C:1]([O:5][C:6]([NH:8][C@@H:9]([C:13]1[CH:18]=[CH:17][CH:16]=[CH:15][CH:14]=1)[C:10]([OH:12])=[O:11])=[O:7])([CH3:4])([CH3:3])[CH3:2].N1(C(N2C=CN=C2)=O)C=CN=C1.[N:31]12[CH2:38][CH2:37][CH:34]([CH2:35][CH2:36]1)[C@@H:33](O)[CH2:32]2, predict the reaction product. The product is: [C:1]([O:5][C:6]([NH:8][C@@H:9]([C:13]1[CH:18]=[CH:17][CH:16]=[CH:15][CH:14]=1)[C:10]([O:12][C@@H:33]1[CH:34]2[CH2:37][CH2:38][N:31]([CH2:36][CH2:35]2)[CH2:32]1)=[O:11])=[O:7])([CH3:4])([CH3:2])[CH3:3]. (5) Given the reactants [Cl:1][C:2]1[CH:3]=[C:4]([CH:13]=[C:14]([Cl:25])[C:15]=1[O:16][C:17]1[CH:22]=[CH:21][C:20]([O:23][CH3:24])=[CH:19][CH:18]=1)[CH2:5][CH:6]1[S:10][C:9](=[O:11])[NH:8][C:7]1=[O:12].[Cl:26][S:27](O)(=[O:29])=[O:28], predict the reaction product. The product is: [Cl:25][C:14]1[CH:13]=[C:4]([CH2:5][CH:6]2[S:10][C:9](=[O:11])[NH:8][C:7]2=[O:12])[CH:3]=[C:2]([Cl:1])[C:15]=1[O:16][C:17]1[CH:18]=[CH:19][C:20]([O:23][CH3:24])=[C:21]([S:27]([Cl:26])(=[O:29])=[O:28])[CH:22]=1. (6) Given the reactants O.C(=O)([O-])O.[Na+].Cl.Cl.[CH2:9]([N:16]1[CH2:23][CH:22]2[O:24][CH:18]([CH2:19][NH:20][CH2:21]2)[CH2:17]1)[C:10]1[CH:15]=[CH:14][CH:13]=[CH:12][CH:11]=1.[C:25](O[C:25]([O:27][C:28]([CH3:31])([CH3:30])[CH3:29])=[O:26])([O:27][C:28]([CH3:31])([CH3:30])[CH3:29])=[O:26], predict the reaction product. The product is: [CH2:9]([N:16]1[CH2:23][CH:22]2[O:24][CH:18]([CH2:19][N:20]([C:25]([O:27][C:28]([CH3:31])([CH3:30])[CH3:29])=[O:26])[CH2:21]2)[CH2:17]1)[C:10]1[CH:11]=[CH:12][CH:13]=[CH:14][CH:15]=1. (7) Given the reactants [Cl:1][C:2]1[N:9]=[CH:8][C:7]([C:10]2[CH:15]=[CH:14][C:13]([O:16][CH3:17])=[CH:12][CH:11]=2)=[CH:6][C:3]=1[CH:4]=[O:5].C1N2CCN(CC2)C1.[C:26](#[N:29])[CH:27]=[CH2:28], predict the reaction product. The product is: [Cl:1][C:2]1[C:3]([CH:4]([OH:5])[C:27](=[CH2:28])[C:26]#[N:29])=[CH:6][C:7]([C:10]2[CH:15]=[CH:14][C:13]([O:16][CH3:17])=[CH:12][CH:11]=2)=[CH:8][N:9]=1. (8) Given the reactants [NH2:1][C:2]1[N:10]=[C:9]2[C:5]([N:6]=[CH:7][N:8]2[C@@H:11]2[O:23][C@H:22]([CH2:24][O:25]C(=O)C)[C@@H:17]([O:18]C(=O)C)[C@H:12]2[O:13]C(=O)C)=[C:4](Cl)[N:3]=1.[C:30]1(B(O)O)[CH:35]=[CH:34][CH:33]=[CH:32][CH:31]=1, predict the reaction product. The product is: [NH2:1][C:2]1[N:10]=[C:9]2[C:5]([N:6]=[CH:7][N:8]2[C@@H:11]2[O:23][C@H:22]([CH2:24][OH:25])[C@@H:17]([OH:18])[C@H:12]2[OH:13])=[C:4]([C:30]2[CH:35]=[CH:34][CH:33]=[CH:32][CH:31]=2)[N:3]=1. (9) Given the reactants Cl[C:2]1[C:3]2[NH:10][CH:9]=[CH:8][C:4]=2[N:5]=[CH:6][N:7]=1.[OH:11][C:12]1[CH:17]=[CH:16][C:15]([NH:18][C:19](=[O:26])[C:20]2[CH:25]=[CH:24][CH:23]=[CH:22][CH:21]=2)=[CH:14][CH:13]=1.I[CH:28]1[CH2:31][N:30]([C:32]([O:34]C(C)(C)C)=O)[CH2:29]1.[C:39](Cl)(=O)[CH:40]=C, predict the reaction product. The product is: [C:32]([N:30]1[CH2:29][CH:28]([N:10]2[C:3]3[C:2]([O:11][C:12]4[CH:17]=[CH:16][C:15]([NH:18][C:19](=[O:26])[C:20]5[CH:25]=[CH:24][CH:23]=[CH:22][CH:21]=5)=[CH:14][CH:13]=4)=[N:7][CH:6]=[N:5][C:4]=3[CH:8]=[CH:9]2)[CH2:31]1)(=[O:34])[CH:39]=[CH2:40]. (10) The product is: [ClH:53].[ClH:53].[CH3:31][NH:23][CH2:22][C:13]1[CH:14]=[C:15]([C:16]2[CH:21]=[CH:20][CH:19]=[CH:18][CH:17]=2)[N:11]([S:8]([C:4]2[CH:5]=[N:6][CH:7]=[C:2]([CH3:32])[CH:3]=2)(=[O:9])=[O:10])[CH:12]=1. Given the reactants Br[C:2]1[CH:3]=[C:4]([S:8]([N:11]2[C:15]([C:16]3[CH:21]=[CH:20][CH:19]=[CH:18][CH:17]=3)=[CH:14][C:13]([CH2:22][N:23]([CH3:31])C(=O)OC(C)(C)C)=[CH:12]2)(=[O:10])=[O:9])[CH:5]=[N:6][CH:7]=1.[CH3:32]B(O)O.C(=O)([O-])[O-].[K+].[K+].C(=O)([O-])O.[Na+].C(OCC)(=O)C.[ClH:53], predict the reaction product.